From a dataset of Forward reaction prediction with 1.9M reactions from USPTO patents (1976-2016). Predict the product of the given reaction. The product is: [I:1][C:2]1[CH:3]=[C:4]2[C:8](=[CH:9][CH:10]=1)[NH:7][C:6](=[O:11])[C:5]2=[N:14][NH:13][C:15]([C:17]1[CH:18]=[CH:19][C:20]([NH:23][C:24](=[O:31])[C:25]2[CH:30]=[CH:29][CH:28]=[N:27][CH:26]=2)=[CH:21][CH:22]=1)=[O:16]. Given the reactants [I:1][C:2]1[CH:3]=[C:4]2[C:8](=[CH:9][CH:10]=1)[NH:7][C:6](=[O:11])[C:5]2=O.[NH:13]([C:15]([C:17]1[CH:22]=[CH:21][C:20]([NH:23][C:24](=[O:31])[C:25]2[CH:30]=[CH:29][CH:28]=[N:27][CH:26]=2)=[CH:19][CH:18]=1)=[O:16])[NH2:14], predict the reaction product.